This data is from Experimentally validated miRNA-target interactions with 360,000+ pairs, plus equal number of negative samples. The task is: Binary Classification. Given a miRNA mature sequence and a target amino acid sequence, predict their likelihood of interaction. (1) The miRNA is hsa-miR-374c-5p with sequence AUAAUACAACCUGCUAAGUGCU. The protein sequence of the target gene is MRRSIVIVIALTAKGFLHRHLLEKGNLVTALSLRICNSRAFSGRSDYRERLRSGLHSIKFNDALTLFCDMAESHPLPSIVDFSRLLIAIAKLNKYEAVISLFRHLEMLGISHDLYSFTTLIDCFCRCARLSLALSCLGKMMKLGFEPSIVTFGSLVNGFCHVNRFYEAMSLVDQIVGLGYEPNVVIYNTIIDSLCEKGQVNTALDVLKHMKKMGIRPDVVTYNSLITRLFHSGTWGVSARILSDMMRMGISPDVITFSALIDVYGKEGQLLEAKKQYNEMIQRSVNPNIVTYNSLINGLC.... Result: 0 (no interaction). (2) The miRNA is ssc-miR-187 with sequence UCGUGUCUUGUGUUGCAGCCGG. The protein sequence of the target gene is MEPGGDHRSRSGGGRGGPGPAVTSARGRRLPPTAASGGTEPEEDDGGQALQLEGGALGSWGSTPLPSSRARGPASSGRKYSDHCEARASRPGKSRIPGRDHRRYYHDHWRLEYLMDFIPSRHGMVCMVCGSSLATLKLSTIKRHIRQKHPYSLHWSPREKEVISNSWDAHLGLGAGGEAESLGAQGAEEEEEEDEEEEEGANLQACPPKGSGKAPAGGGCRRQRRGVRGGSVAPRRRRLAASRRAGGSRGLGARRLERRLKESLQNWFRAECLMDYDPRGNRLVCMACGRALPSLHLDDI.... Result: 0 (no interaction). (3) The miRNA is bta-miR-15b with sequence UAGCAGCACAUCAUGGUUUACA. The protein sequence of the target gene is MHSSALLCCLVFLAGVAASRDASTLSDSSCIHLPTSLPHMLRELRAAFGKVKTFFQMKDQLHSLLLTQSLLDDFKGYLGCQALSEMIQFYLEEVMPQAENHGPDIKEHVNSLGEKLKTLRLRLRRCHRFLPCENKSKAVEKVKRVFSELQERGVYKAMSEFDIFINYIETYMTTKMQK. Result: 1 (interaction). (4) The miRNA is hsa-miR-342-3p with sequence UCUCACACAGAAAUCGCACCCGU. The protein sequence of the target gene is MGDMANNSVAYSGVKNSLKEANHDGDFGITLTELRALMELRSTDALRKIQESYGDVYGICTKLKTSPNEGLSGNPADLERREAVFGKNFIPPKKPKTFLQLVWEALQDVTLIILEIAAIVSLGLSFYQPPEGDNALCGEVSVGEEEGEGETGWIEGAAILLSVVCVVLVTAFNDWSKEKQFRGLQSRIEQEQKFTVIRGGQVIQIPVADITVGDIAQVKYGDLLPADGILIQGNDLKIDESSLTGESDHVKKSLDKDPLLLSGTHVMEGSGRMVVTAVGVNSQTGIIFTLLGAGGEEEEK.... Result: 0 (no interaction). (5) The miRNA is hsa-miR-211-3p with sequence GCAGGGACAGCAAAGGGGUGC. The protein sequence of the target gene is MEMGRRIHSELRNRAPSDVKELALDNSRSNEGKLEALTDEFEELEFLSKINGGLTSISDLPKLKLRKLELRVSGGLEVLAEKCPNLTHLYLSGNKIKDLSTIEPLKQLENLKSLDLFNCEVTNLNDYGENVFKLLLQLTYLDSCYWDHKEAPYSDIEDHVEGLDDEEEGEHEEEYDEDAQVVEDEEGEEEEEEGEEEDVSGGDEEDEEGYNDGEVDGEEDEEELGEEERGQKRK. Result: 0 (no interaction). (6) The miRNA is hsa-miR-5088-5p with sequence CAGGGCUCAGGGAUUGGAUGGAGG. The protein sequence of the target gene is MCRMSFKKETPLANAAFWAARRGNLALLKLLLNSGRVDVDCRDSHGTTLLMVAAYAGHIDCVRELVLQGADINLQRESGTTALFFAAQQGHNDVVRFLFGFGASTEFRTKDGGTALLAASQYGHMQVVETLLKHGANIHDQLYDGATALFLAAQGGYLDVIRLLLASGAKVNQPRQDGTAPLWIASQMGHSEVVRVMLLRGADRDAARNDGTTALLKAANKGYNDVIKELLKFSPTLGILKNGTSALHAAVLSGNIKTVALLLEAGADPSLRNKANELPAELTKNERILRLLRSKEGPRK.... Result: 0 (no interaction). (7) The miRNA is hsa-miR-4710 with sequence GGGUGAGGGCAGGUGGUU. The protein sequence of the target gene is MSSAQCPALVCVMSRLRFWGPWPLLMWQLLWLLVKEAQPLEWVKDPLQLTSNPLGPPDSWSSHSSHFPRESPHAPTLPADPWDFDHLGPSASSEMPAPPQESTENLVPFLDTWDSAGEQPLEPEQFLASQQDLKDKLSPQERLPVSPKKLKKDPAQRWSLAEIIGITRQLSTPQSQKQTLQNEYSSTDTPYPGSLPPELRVKSDEPPGPSEQVGPSQFHLEPETQNPETLEDIQSSSLQQEAPAQLPQLLEEEPSSMQQEAPALPPESSMESLTLPNHEVSVQPPGEDQAYYHLPNITVK.... Result: 0 (no interaction).